From a dataset of Catalyst prediction with 721,799 reactions and 888 catalyst types from USPTO. Predict which catalyst facilitates the given reaction. (1) Reactant: [CH2:1]([C:11]1[CH:12]=[C:13]2[C:18](=[CH:19][CH:20]=1)[CH:17]=[C:16]([C:21]([O:23]C)=[O:22])[CH:15]=[CH:14]2)[CH2:2][CH2:3][CH2:4][CH2:5][CH2:6][CH2:7][CH2:8][CH2:9][CH3:10].[Li+].[OH-]. Product: [CH2:1]([C:11]1[CH:12]=[C:13]2[C:18](=[CH:19][CH:20]=1)[CH:17]=[C:16]([C:21]([OH:23])=[O:22])[CH:15]=[CH:14]2)[CH2:2][CH2:3][CH2:4][CH2:5][CH2:6][CH2:7][CH2:8][CH2:9][CH3:10]. The catalyst class is: 36. (2) Reactant: [CH3:1][C@H:2]([CH2:6]SC)[C:3]([OH:5])=[O:4].O[O:10][S:11]([O-:13])=O.[K+].[CH3:15]C(C)=O. Product: [CH3:1][C@H:2]([CH2:6][S:11]([CH3:15])(=[O:13])=[O:10])[C:3]([OH:5])=[O:4]. The catalyst class is: 6. (3) Reactant: [CH2:1]([N:3]([CH2:18][CH3:19])[CH2:4][CH2:5][NH:6][C:7]([C:9]1[C:13]([CH3:14])=[C:12]([CH:15]=O)[NH:11][C:10]=1[CH3:17])=[O:8])[CH3:2].[F:20][C:21]1[CH:22]=[C:23]2[C:27](=[CH:28][CH:29]=1)[NH:26][C:25](=[O:30])[CH2:24]2.C(OC)(=O)C.C(OC(C)C)(=O)C.N1CCCC1. Product: [CH3:2][CH2:1][N:3]([CH2:4][CH2:5][NH:6][C:7]([C:9]1[C:13]([CH3:14])=[C:12](/[CH:15]=[C:24]2/[C:23]3[CH:22]=[C:21]([F:20])[CH:29]=[CH:28][C:27]=3[NH:26][C:25]/2=[O:30])[NH:11][C:10]=1[CH3:17])=[O:8])[CH2:18][CH3:19]. The catalyst class is: 13. (4) Reactant: [CH2:1]([O:8][C:9]([N:11]1[CH2:16][CH2:15][N:14]([C:17]2[O:18][C:19]3[CH:25]=[CH:24][CH:23]=[CH:22][C:20]=3[N:21]=2)[CH2:13][CH2:12]1)=[O:10])[C:2]1[CH:7]=[CH:6][CH:5]=[CH:4][CH:3]=1.[I:26]Cl. Product: [CH2:1]([O:8][C:9]([N:11]1[CH2:12][CH2:13][N:14]([C:17]2[O:18][C:19]3[CH:25]=[CH:24][C:23]([I:26])=[CH:22][C:20]=3[N:21]=2)[CH2:15][CH2:16]1)=[O:10])[C:2]1[CH:3]=[CH:4][CH:5]=[CH:6][CH:7]=1. The catalyst class is: 15. (5) Reactant: [CH2:1]([O:3][C:4]([C:6]1[NH:7][C:8]2[C:13]([C:14]=1[I:15])=[CH:12][C:11]([C:16]1[CH:21]=[CH:20][C:19]([O:22][CH3:23])=[CH:18][CH:17]=1)=[CH:10][CH:9]=2)=[O:5])[CH3:2].Br[CH2:25][C:26]1[CH:31]=[CH:30][CH:29]=[C:28]([C:32]([F:35])([F:34])[F:33])[CH:27]=1.[H-].[Na+]. Product: [CH2:1]([O:3][C:4]([C:6]1[N:7]([CH2:25][C:26]2[CH:31]=[CH:30][CH:29]=[C:28]([C:32]([F:33])([F:34])[F:35])[CH:27]=2)[C:8]2[C:13]([C:14]=1[I:15])=[CH:12][C:11]([C:16]1[CH:17]=[CH:18][C:19]([O:22][CH3:23])=[CH:20][CH:21]=1)=[CH:10][CH:9]=2)=[O:5])[CH3:2]. The catalyst class is: 3.